From a dataset of Full USPTO retrosynthesis dataset with 1.9M reactions from patents (1976-2016). Predict the reactants needed to synthesize the given product. (1) The reactants are: C([O:3][C:4]([C:6]1[C:11]([NH2:12])=[N:10][C:9]([C:13]([F:16])([F:15])[F:14])=[C:8]([Cl:17])[N:7]=1)=[O:5])C.[OH-].[Na+].O.Cl. Given the product [NH2:12][C:11]1[C:6]([C:4]([OH:5])=[O:3])=[N:7][C:8]([Cl:17])=[C:9]([C:13]([F:14])([F:16])[F:15])[N:10]=1, predict the reactants needed to synthesize it. (2) Given the product [Cl:1][C:2]1[S:3][C:4]([S:8]([NH2:13])(=[O:10])=[O:9])=[C:5]([CH3:7])[N:6]=1, predict the reactants needed to synthesize it. The reactants are: [Cl:1][C:2]1[S:3][C:4]([S:8](Cl)(=[O:10])=[O:9])=[C:5]([CH3:7])[N:6]=1.[OH-].[NH4+:13].